From a dataset of Full USPTO retrosynthesis dataset with 1.9M reactions from patents (1976-2016). Predict the reactants needed to synthesize the given product. (1) The reactants are: [Cl:1][C:2]1[C:3]([F:28])=[C:4]([CH:8]2[C:12]([C:15]3[CH:20]=[CH:19][C:18]([Cl:21])=[CH:17][C:16]=3[F:22])([C:13]#[N:14])[CH:11]([CH2:23][C:24]([CH3:27])([CH3:26])[CH3:25])[CH2:10][NH:9]2)[CH:5]=[CH:6][CH:7]=1.[CH3:29][N:30]1[CH:35]=[CH:34][C:33]([NH:36][C:37](N2C=CN=C2)=[O:38])=[CH:32][C:31]1=[O:44]. Given the product [CH3:29][N:30]1[CH:35]=[CH:34][C:33]([NH:36][C:37]([N:9]2[CH2:10][CH:11]([CH2:23][C:24]([CH3:25])([CH3:27])[CH3:26])[C:12]([C:15]3[CH:20]=[CH:19][C:18]([Cl:21])=[CH:17][C:16]=3[F:22])([C:13]#[N:14])[CH:8]2[C:4]2[CH:5]=[CH:6][CH:7]=[C:2]([Cl:1])[C:3]=2[F:28])=[O:38])=[CH:32][C:31]1=[O:44], predict the reactants needed to synthesize it. (2) Given the product [CH3:1][O:2][C:3](=[O:27])[C:4]1[CH:9]=[C:8]([O:10][CH3:11])[CH:7]=[CH:6][C:5]=1[NH:12][C:13]1[N:17]([C:18]2[CH:23]=[CH:22][CH:21]=[CH:20][C:19]=2[CH3:24])[N:16]=[C:15]([CH3:25])[C:14]=1[C:38]1[CH:37]=[C:36]2[C:31](=[CH:30][C:29]=1[CH3:28])[N:32]=[CH:33][CH:34]=[N:35]2, predict the reactants needed to synthesize it. The reactants are: [CH3:1][O:2][C:3](=[O:27])[C:4]1[CH:9]=[C:8]([O:10][CH3:11])[CH:7]=[CH:6][C:5]=1[NH:12][C:13]1[N:17]([C:18]2[CH:23]=[CH:22][CH:21]=[CH:20][C:19]=2[CH3:24])[N:16]=[C:15]([CH3:25])[C:14]=1Br.[CH3:28][C:29]1[CH:30]=[C:31]2[C:36](=[CH:37][C:38]=1B1OC(C)(C)C(C)(C)O1)[N:35]=[CH:34][CH:33]=[N:32]2.C(=O)([O-])[O-].[Na+].[Na+].O. (3) Given the product [Cl:39][C:12]1[N:11]2[C:5]3[CH:4]=[CH:3][C:2]([Cl:1])=[CH:38][C:6]=3[C@@H:7]([C:28]3[CH:33]=[CH:32][CH:31]=[C:30]([O:34][CH3:35])[C:29]=3[O:36][CH3:37])[O:8][C@H:9]([CH2:15][CH2:16][N:17]3[N:21]=[N:20][C:19]([CH2:22][C:23]([O:25][CH2:26][CH3:27])=[O:24])=[N:18]3)[C:10]2=[CH:14][CH:13]=1, predict the reactants needed to synthesize it. The reactants are: [Cl:1][C:2]1[CH:3]=[CH:4][C:5]2[N:11]3[CH:12]=[CH:13][CH:14]=[C:10]3[C@@H:9]([CH2:15][CH2:16][N:17]3[N:21]=[N:20][C:19]([CH2:22][C:23]([O:25][CH2:26][CH3:27])=[O:24])=[N:18]3)[O:8][C@H:7]([C:28]3[CH:33]=[CH:32][CH:31]=[C:30]([O:34][CH3:35])[C:29]=3[O:36][CH3:37])[C:6]=2[CH:38]=1.[Cl:39]N1C(=O)CCC1=O.O. (4) The reactants are: Br[C:2]1[CH:3]=[C:4]([F:9])[CH:5]=[C:6]([Br:8])[CH:7]=1.C([Li])CCC.CN([CH:18]=[O:19])C. Given the product [F:9][C:4]1[CH:3]=[C:2]([CH:7]=[C:6]([Br:8])[CH:5]=1)[CH:18]=[O:19], predict the reactants needed to synthesize it. (5) The reactants are: [CH2:1]([O:3][C:4](=[O:15])[CH2:5][C:6]1[N:14]=[CH:13][CH:12]=[CH:11][C:7]=1[C:8]([OH:10])=[O:9])[CH3:2].C([O-])(O)=O.[Na+].[CH2:21](I)[CH3:22]. Given the product [CH2:1]([O:3][C:4](=[O:15])[CH2:5][C:6]1[N:14]=[CH:13][CH:12]=[CH:11][C:7]=1[C:8]([O:10][CH2:21][CH3:22])=[O:9])[CH3:2], predict the reactants needed to synthesize it. (6) Given the product [Cl:37][C:34]1[CH:33]=[CH:32][C:31]([C:27]2([OH:30])[CH2:28][CH2:29][N:24]([CH2:23][CH2:22][CH:21]=[C:13]3[C:14]4[C:15](=[N:16][CH:17]=[CH:18][CH:19]=4)[O:20][C:10]4[CH:9]=[CH:8][CH:7]=[C:6]([O:5][CH2:4][C:1]([N:51]([CH3:52])[CH3:50])=[O:2])[C:11]=4[CH2:12]3)[CH2:25][CH2:26]2)=[CH:36][CH:35]=1, predict the reactants needed to synthesize it. The reactants are: [C:1]([CH2:4][O:5][C:6]1[C:11]2[CH2:12][C:13](=[CH:21][CH2:22][CH2:23][N:24]3[CH2:29][CH2:28][C:27]([C:31]4[CH:36]=[CH:35][C:34]([Cl:37])=[CH:33][CH:32]=4)([OH:30])[CH2:26][CH2:25]3)[C:14]3[C:15]([O:20][C:10]=2[CH:9]=[CH:8][CH:7]=1)=[N:16][CH:17]=[CH:18][CH:19]=3)(O)=[O:2].O.ON1C2C=CC=CC=2N=N1.Cl.[CH3:50][N:51](C)[CH2:52]CCN=C=NCC.Cl.CNC. (7) Given the product [CH3:27][C:10]1([CH:9]=[O:37])[CH2:15][O:14][C:13]2([CH2:16][CH2:17][CH2:18][CH2:19][CH2:20][CH2:21][CH2:22][CH2:23][CH2:24][CH2:25][CH2:26]2)[O:12][O:11]1, predict the reactants needed to synthesize it. The reactants are: ClC1C=CC(S[CH2:9][C:10]2([CH3:27])[CH2:15][O:14][C:13]3([CH2:26][CH2:25][CH2:24][CH2:23][CH2:22][CH2:21][CH2:20][CH2:19][CH2:18][CH2:17][CH2:16]3)[O:12][O:11]2)=CC=1.N1C(C)=CC=CC=1C.C(OC(C(F)(F)F)=O)(C(F)(F)F)=[O:37].C([O-])(O)=O.[Na+]. (8) Given the product [CH3:1][O:2][C:3]1[CH:8]=[CH:7][CH:6]=[CH:5][C:4]=1[C@@H:9]([OH:14])[C:10]([OH:12])=[O:11], predict the reactants needed to synthesize it. The reactants are: [CH3:1][O:2][C:3]1[CH:8]=[CH:7][CH:6]=[CH:5][C:4]=1[C@@H:9]([OH:14])[C:10]([O:12]C)=[O:11].[OH-].[Na+].Cl.